Dataset: Forward reaction prediction with 1.9M reactions from USPTO patents (1976-2016). Task: Predict the product of the given reaction. (1) The product is: [Cl:13][C:14]1[C:19]([NH:20][C:21]2[C:30]3[C:25](=[CH:26][C:27]([O:39][CH2:9][CH3:10])=[CH:28][C:29]=3[O:31][CH:32]3[CH2:37][CH2:36][N:35]([CH3:38])[CH2:34][CH2:33]3)[N:24]=[CH:23][N:22]=2)=[C:18]2[O:40][CH2:41][O:42][C:17]2=[CH:16][CH:15]=1. Given the reactants N(C(O[C:9](C)(C)[CH3:10])=O)=NC([O-])=O.[Cl:13][C:14]1[C:19]([NH:20][C:21]2[C:30]3[C:25](=[CH:26][C:27]([OH:39])=[CH:28][C:29]=3[O:31][CH:32]3[CH2:37][CH2:36][N:35]([CH3:38])[CH2:34][CH2:33]3)[N:24]=[CH:23][N:22]=2)=[C:18]2[O:40][CH2:41][O:42][C:17]2=[CH:16][CH:15]=1.C1(P(C2C=CC=CC=2)C2C=CC=CC=2)C=CC=CC=1.Cl.N, predict the reaction product. (2) Given the reactants C([O:3][C:4](=O)[CH2:5][CH2:6][C:7]1[C:12]([NH2:13])=[CH:11][CH:10]=[C:9]([C:14]2[CH:19]=[CH:18][C:17]([C:20]([F:23])([F:22])[F:21])=[CH:16][CH:15]=2)[N:8]=1)C.CC[O-].[Na+], predict the reaction product. The product is: [F:21][C:20]([F:23])([F:22])[C:17]1[CH:18]=[CH:19][C:14]([C:9]2[N:8]=[C:7]3[C:12](=[CH:11][CH:10]=2)[NH:13][C:4](=[O:3])[CH2:5][CH2:6]3)=[CH:15][CH:16]=1.